This data is from Full USPTO retrosynthesis dataset with 1.9M reactions from patents (1976-2016). The task is: Predict the reactants needed to synthesize the given product. (1) Given the product [Cl:1][C:2]1[S:6][N:5]=[C:4]([Cl:7])[C:3]=1[C:8]([OH:11])=[O:19], predict the reactants needed to synthesize it. The reactants are: [Cl:1][C:2]1[S:6][N:5]=[C:4]([Cl:7])[C:3]=1[C:8]#N.S(=O)(=O)(O)[OH:11].N([O-])=O.[Na+].[OH2:19]. (2) Given the product [CH2:18]([O:20][CH2:21][CH2:22][O:23][CH2:24][CH2:25][O:26][C:2]1[C:11]2[C:6](=[CH:7][CH:8]=[CH:9][CH:10]=2)[CH:5]=[C:4]([NH:12][C:13]2[CH:17]=[CH:16][NH:15][N:14]=2)[N:3]=1)[CH3:19], predict the reactants needed to synthesize it. The reactants are: Cl[C:2]1[C:11]2[C:6](=[CH:7][CH:8]=[CH:9][CH:10]=2)[CH:5]=[C:4]([NH:12][C:13]2[CH:17]=[CH:16][NH:15][N:14]=2)[N:3]=1.[CH2:18]([O:20][CH2:21][CH2:22][O:23][CH2:24][CH2:25][OH:26])[CH3:19]. (3) Given the product [CH3:1][N:2]1[CH2:3][CH2:4][N:5]([CH2:8][C:9]([C:11]2[CH:12]=[CH:13][C:14]([C:27]3[CH:28]=[CH:29][C:30]4[N:31]([C:33]([C:36]5[CH:43]=[CH:42][C:39]([C:40]#[N:41])=[CH:38][CH:37]=5)=[CH:34][N:35]=4)[CH:32]=3)=[CH:15][CH:16]=2)=[O:10])[CH2:6][CH2:7]1, predict the reactants needed to synthesize it. The reactants are: [CH3:1][N:2]1[CH2:7][CH2:6][N:5]([CH2:8][C:9]([C:11]2[CH:16]=[CH:15][C:14](B3OC(C)(C)C(C)(C)O3)=[CH:13][CH:12]=2)=[O:10])[CH2:4][CH2:3]1.Br[C:27]1[CH:28]=[CH:29][C:30]2[N:31]([C:33]([C:36]3[CH:43]=[CH:42][C:39]([C:40]#[N:41])=[CH:38][CH:37]=3)=[CH:34][N:35]=2)[CH:32]=1.[O-]P([O-])([O-])=O.[K+].[K+].[K+]. (4) Given the product [NH2:1][C:2]1[C:10]([Cl:11])=[C:9]([CH:12]=[CH2:13])[C:8]([C:14]([F:17])([F:16])[F:15])=[CH:7][C:3]=1[C:4]([NH:23][CH2:24][C:25]1[CH:30]=[C:29]([Cl:31])[CH:28]=[CH:27][C:26]=1[S:32]([CH2:35][CH3:36])(=[O:34])=[O:33])=[O:6], predict the reactants needed to synthesize it. The reactants are: [NH2:1][C:2]1[C:10]([Cl:11])=[C:9]([CH:12]=[CH2:13])[C:8]([C:14]([F:17])([F:16])[F:15])=[CH:7][C:3]=1[C:4]([OH:6])=O.NC1C(Cl)=C(C=O)C(C(F)(F)F)=CC=1C([NH:23][CH2:24][C:25]1[CH:30]=[C:29]([Cl:31])[CH:28]=[CH:27][C:26]=1[S:32]([CH2:35][CH3:36])(=[O:34])=[O:33])=O. (5) Given the product [Cl:1][C:2]1[CH:7]=[CH:6][C:5]([CH:8]2[C:12]3[N:13]([CH2:19][CH2:20][O:21][CH3:22])[N:14]=[C:15]([CH:16]4[CH2:17][CH2:18]4)[C:11]=3[C:10](=[O:23])[N:9]2[C:32]2[CH:33]=[C:34]([CH3:35])[C:29]3[N:30]([C:26]([CH2:25][F:24])=[N:27][N:28]=3)[CH:31]=2)=[CH:4][CH:3]=1, predict the reactants needed to synthesize it. The reactants are: [Cl:1][C:2]1[CH:7]=[CH:6][C:5]([CH:8]2[C:12]3[N:13]([CH2:19][CH2:20][O:21][CH3:22])[N:14]=[C:15]([CH:16]4[CH2:18][CH2:17]4)[C:11]=3[C:10](=[O:23])[NH:9]2)=[CH:4][CH:3]=1.[F:24][CH2:25][C:26]1[N:30]2[CH:31]=[C:32](N)[CH:33]=[C:34]([CH3:35])[C:29]2=[N:28][N:27]=1. (6) Given the product [CH3:23][C:18]1[CH:17]=[CH:16][C:15]2[C:20](=[CH:21][CH:22]=[C:13]3[O:12][CH2:11][C@@H:10]([CH2:9][OH:8])[O:24][C:14]3=2)[N:19]=1, predict the reactants needed to synthesize it. The reactants are: C([O:8][CH2:9][CH:10]1[O:24][C:14]2=[C:15]3[C:20](=[CH:21][CH:22]=[C:13]2[O:12][CH2:11]1)[N:19]=[C:18]([CH3:23])[CH:17]=[CH:16]3)C1C=CC=CC=1.C1CCCCC=1. (7) Given the product [CH3:12][C:11]([CH3:31])([O:13][C:14]([NH:16][C@H:17]([CH2:22][C:23]1[CH:28]=[CH:27][C:26]([F:29])=[C:25]([F:30])[CH:24]=1)[CH2:18][C:19]([N:7]1[CH2:8][CH2:9][N:4]2[CH:3]=[CH:2][N:1]=[C:5]2[CH2:6]1)=[O:20])=[O:15])[CH3:10], predict the reactants needed to synthesize it. The reactants are: [N:1]1[CH:2]=[CH:3][N:4]2[CH2:9][CH2:8][NH:7][CH2:6][C:5]=12.[CH3:10][C:11]([CH3:31])([O:13][C:14]([NH:16][C@H:17]([CH2:22][C:23]1[CH:28]=[CH:27][C:26]([F:29])=[C:25]([F:30])[CH:24]=1)[CH2:18][C:19](O)=[O:20])=[O:15])[CH3:12].CCN(C(C)C)C(C)C.C1C=CC2N(O)N=NC=2C=1.C(Cl)CCl.